This data is from Catalyst prediction with 721,799 reactions and 888 catalyst types from USPTO. The task is: Predict which catalyst facilitates the given reaction. Reactant: [H-].[Na+].[CH:3]1([S:6]([NH2:9])(=[O:8])=[O:7])[CH2:5][CH2:4]1.[CH2:10]([C@@H:17]1[CH2:21][O:20][C:19](=[O:22])[N:18]1[C:23]1[CH:24]=[C:25]([CH:29]2[C:38]([CH3:40])([CH3:39])[CH2:37][C:36]3[C:31](=[CH:32][CH:33]=[C:34]([C:41](O)=[O:42])[CH:35]=3)[NH:30]2)[CH:26]=[CH:27][CH:28]=1)[C:11]1[CH:16]=[CH:15][CH:14]=[CH:13][CH:12]=1.C(N1C=CN=C1)(N1C=CN=C1)=O.CS(N)(=O)=O. Product: [CH2:10]([C@@H:17]1[CH2:21][O:20][C:19](=[O:22])[N:18]1[C:23]1[CH:24]=[C:25]([CH:29]2[C:38]([CH3:40])([CH3:39])[CH2:37][C:36]3[C:31](=[CH:32][CH:33]=[C:34]([C:41]([NH:9][S:6]([CH:3]4[CH2:5][CH2:4]4)(=[O:8])=[O:7])=[O:42])[CH:35]=3)[NH:30]2)[CH:26]=[CH:27][CH:28]=1)[C:11]1[CH:16]=[CH:15][CH:14]=[CH:13][CH:12]=1. The catalyst class is: 9.